This data is from Catalyst prediction with 721,799 reactions and 888 catalyst types from USPTO. The task is: Predict which catalyst facilitates the given reaction. (1) Reactant: [OH:1][CH2:2][C:3]1[N:4]([CH2:24][CH2:25]O)[C:5]2[C:10]([C:11]=1[C:12]1[CH:17]=[CH:16][C:15]([O:18][CH3:19])=[CH:14][CH:13]=1)=[CH:9][C:8]([O:20][CH3:21])=[C:7]([O:22][CH3:23])[CH:6]=2.[H-].[Na+].S(C1NC=CN=1)(C1C=CC(C)=CC=1)(=O)=O.[NH4+].[Cl-]. Product: [CH3:23][O:22][C:7]1[C:8]([O:20][CH3:21])=[CH:9][C:10]2[C:11]([C:12]3[CH:17]=[CH:16][C:15]([O:18][CH3:19])=[CH:14][CH:13]=3)=[C:3]3[CH2:2][O:1][CH2:25][CH2:24][N:4]3[C:5]=2[CH:6]=1. The catalyst class is: 1. (2) Reactant: [F:1][C:2]([C:5]1[CH:6]=[C:7]([CH:9]=[CH:10][CH:11]=1)[NH2:8])([F:4])[CH3:3].[Cl:12][CH2:13][CH2:14][NH:15][CH2:16][CH2:17]Cl.C(OCC)C. Product: [ClH:12].[F:1][C:2]([C:5]1[CH:6]=[C:7]([N:8]2[CH2:17][CH2:16][NH:15][CH2:14][CH2:13]2)[CH:9]=[CH:10][CH:11]=1)([F:4])[CH3:3]. The catalyst class is: 159.